Dataset: Reaction yield outcomes from USPTO patents with 853,638 reactions. Task: Predict the reaction yield, written as a fraction of the theoretical maximum amount of product (1.0 means a 100% yield; for example, 0.34 means a 34% yield). (1) The reactants are [Cl:1][C:2]1[C:11]2[C:6](=[CH:7][CH:8]=[CH:9][C:10]=2[O:12][CH:13]2[CH2:18][CH2:17][N:16]([CH3:19])[CH2:15][CH2:14]2)[N:5]=[CH:4][N:3]=1.[C:20]([C:22]1[CH:23]=[C:24]([CH:26]=[CH:27][C:28]=1[O:29][CH2:30][C:31]1[CH:36]=[CH:35][CH:34]=[C:33]([F:37])[CH:32]=1)[NH2:25])#[CH:21]. No catalyst specified. The product is [ClH:1].[C:20]([C:22]1[CH:23]=[C:24]([CH:26]=[CH:27][C:28]=1[O:29][CH2:30][C:31]1[CH:36]=[CH:35][CH:34]=[C:33]([F:37])[CH:32]=1)[NH:25][C:2]1[C:11]2[C:6](=[CH:7][CH:8]=[CH:9][C:10]=2[O:12][CH:13]2[CH2:18][CH2:17][N:16]([CH3:19])[CH2:15][CH2:14]2)[N:5]=[CH:4][N:3]=1)#[CH:21]. The yield is 0.800. (2) The reactants are C1(P(C2C=CC=CC=2)C2C=CC=CC=2)C=CC=CC=1.N(C(OC(C)C)=O)=NC(OC(C)C)=O.[CH2:34]([O:41][C:42]1[C:47]([CH2:48][N:49]([CH2:63][CH2:64][OH:65])[C:50](=[O:62])[C:51]2[C:56](O)=[CH:55][CH:54]=[C:53]([O:58][CH2:59][CH3:60])[C:52]=2[CH3:61])=[C:46]([CH3:66])[CH:45]=[C:44]([CH3:67])[N:43]=1)[C:35]1[CH:40]=[CH:39][CH:38]=[CH:37][CH:36]=1. The catalyst is C1COCC1. The product is [CH2:34]([O:41][C:42]1[C:47]([CH2:48][N:49]2[C:50](=[O:62])[C:51]3[C:52]([CH3:61])=[C:53]([O:58][CH2:59][CH3:60])[CH:54]=[CH:55][C:56]=3[O:65][CH2:64][CH2:63]2)=[C:46]([CH3:66])[CH:45]=[C:44]([CH3:67])[N:43]=1)[C:35]1[CH:36]=[CH:37][CH:38]=[CH:39][CH:40]=1. The yield is 0.580. (3) The reactants are [CH2:1]([C:3]1[C:11]2[C:6](=[CH:7][C:8]([C:12]3[N:16]([C:17]4[CH:22]=[CH:21][C:20]([S:23]([CH3:26])(=[O:25])=[O:24])=[CH:19][CH:18]=4)[N:15]=[CH:14][CH:13]=3)=[CH:9][CH:10]=2)[NH:5][N:4]=1)[CH3:2].C1(P(C2C=CC=CC=2)C2C=CC=CC=2)C=CC=CC=1.O1CC[C@H](O)C1.N([C:54]([O:56][CH:57]([CH3:59])[CH3:58])=[O:55])=N[C:54]([O:56][CH:57]([CH3:59])[CH3:58])=[O:55]. The catalyst is CO.CCCCCC.C(OCC)(=O)C.O1CCCC1. The product is [CH2:1]([C:3]1[C:11]2[C:6](=[CH:7][C:8]([C:12]3[N:16]([C:17]4[CH:22]=[CH:21][C:20]([S:23]([CH3:26])(=[O:25])=[O:24])=[CH:19][CH:18]=4)[N:15]=[CH:14][CH:13]=3)=[CH:9][CH:10]=2)[N:5]([C:54]([O:56][CH:57]([CH3:59])[CH3:58])=[O:55])[N:4]=1)[CH3:2]. The yield is 0.630. (4) The reactants are [CH3:1][Si:2]([C:7]1[CH:12]=[CH:11][CH:10]=[CH:9][CH:8]=1)([O:5][CH3:6])[O:3][CH3:4].C(O)[CH2:14][CH2:15][CH2:16][CH2:17][CH2:18][CH2:19][CH3:20]. No catalyst specified. The product is [CH3:1][Si:2]([C:7]1[CH:12]=[CH:11][CH:10]=[CH:9][CH:8]=1)([O:3][CH2:4][CH2:20][CH2:19][CH2:18][CH2:17][CH2:16][CH2:15][CH3:14])[O:5][CH2:6][CH2:14][CH2:15][CH2:16][CH2:17][CH2:18][CH2:19][CH3:20]. The yield is 0.850. (5) The reactants are [F:1][C:2]1[CH:3]=[C:4]([NH:13][C:14]([C@H:16]2[C:25]3[C:20](=[CH:21][C:22]([O:26][CH3:27])=[CH:23][CH:24]=3)[CH2:19][CH2:18][N:17]2[C:28]([CH:30]2[CH2:33][C:32](=[CH:34][C:35]([O:37][C:38]([CH3:41])([CH3:40])[CH3:39])=[O:36])[CH2:31]2)=[O:29])=[O:15])[CH:5]=[C:6]([F:12])[C:7]=1[Si:8]([CH3:11])([CH3:10])[CH3:9]. The catalyst is CO.[C].[Pd]. The product is [F:1][C:2]1[CH:3]=[C:4]([NH:13][C:14]([C@H:16]2[C:25]3[C:20](=[CH:21][C:22]([O:26][CH3:27])=[CH:23][CH:24]=3)[CH2:19][CH2:18][N:17]2[C:28]([CH:30]2[CH2:31][CH:32]([CH2:34][C:35]([O:37][C:38]([CH3:41])([CH3:40])[CH3:39])=[O:36])[CH2:33]2)=[O:29])=[O:15])[CH:5]=[C:6]([F:12])[C:7]=1[Si:8]([CH3:9])([CH3:11])[CH3:10]. The yield is 0.850. (6) The reactants are CN(C=O)C.Cl[C:7]1[CH:12]=[CH:11][N:10]=[C:9]([C:13]([OH:15])=[O:14])[CH:8]=1.O.[SH2:17].[Na].C[O-].[Na+].Br[C:23]1[S:27][C:26]([NH:28][C:29]2[CH:34]=[CH:33][CH:32]=[CH:31][N:30]=2)=[N:25][CH:24]=1. The catalyst is CO. The product is [N:30]1[CH:31]=[CH:32][CH:33]=[CH:34][C:29]=1[NH:28][C:26]1[S:27][C:23]([S:17][C:7]2[CH:12]=[CH:11][N:10]=[C:9]([C:13]([OH:15])=[O:14])[CH:8]=2)=[CH:24][N:25]=1. The yield is 0.280.